Dataset: Full USPTO retrosynthesis dataset with 1.9M reactions from patents (1976-2016). Task: Predict the reactants needed to synthesize the given product. (1) Given the product [Cl:13][CH2:29][C:23]1[CH:28]=[CH:27][C:26]([CH:8]=[CH2:11])=[CH:25][CH:24]=1, predict the reactants needed to synthesize it. The reactants are: CC(N=N[C:8]([C:11]#N)(C)C)(C#N)C.[Cl:13]CC=CC1C=CC=CC=1.[C:23]1([CH3:29])[CH:28]=[CH:27][CH:26]=[CH:25][CH:24]=1. (2) Given the product [N:1]1[CH:6]=[CH:5][CH:4]=[CH:3][C:2]=1[C:7]1[NH:39][C:27]2[CH:26]=[C:25]([O:24][C:20]3[CH:19]=[N:18][CH:23]=[CH:22][CH:21]=3)[C:30]([O:31][C:32]3[CH:33]=[N:34][CH:35]=[CH:36][CH:37]=3)=[CH:29][C:28]=2[N:38]=1, predict the reactants needed to synthesize it. The reactants are: [N:1]1[CH:6]=[CH:5][CH:4]=[CH:3][C:2]=1[CH:7]=O.[N+](C1C=CC=CC=1)([O-])=O.[N:18]1[CH:23]=[CH:22][CH:21]=[C:20]([O:24][C:25]2[CH:26]=[C:27]([NH2:39])[C:28]([NH2:38])=[CH:29][C:30]=2[O:31][C:32]2[CH:33]=[N:34][CH:35]=[CH:36][CH:37]=2)[CH:19]=1. (3) Given the product [F:19][C:20]1[CH:21]=[CH:22][C:23]([N:26]2[CH2:31][CH2:30][N:29]([CH2:2][CH2:3][CH2:4][CH2:5][N:6]3[C:10]4[C:11](=[O:18])[CH2:12][N:13]([CH3:17])[S:14](=[O:16])(=[O:15])[C:9]=4[CH:8]=[CH:7]3)[CH2:28][CH2:27]2)=[CH:24][CH:25]=1, predict the reactants needed to synthesize it. The reactants are: Cl[CH2:2][CH2:3][CH2:4][CH2:5][N:6]1[C:10]2[C:11](=[O:18])[CH2:12][N:13]([CH3:17])[S:14](=[O:16])(=[O:15])[C:9]=2[CH:8]=[CH:7]1.[F:19][C:20]1[CH:25]=[CH:24][C:23]([N:26]2[CH2:31][CH2:30][NH:29][CH2:28][CH2:27]2)=[CH:22][CH:21]=1.C(=O)([O-])[O-].[K+].[K+].[I-].[Na+]. (4) Given the product [S:13]1[CH2:14][CH2:15][N:16]=[C:12]1[C:9]1[CH:10]=[CH:11][C:6]([NH2:3])=[CH:7][CH:8]=1, predict the reactants needed to synthesize it. The reactants are: [Cl-].[NH4+].[N+:3]([C:6]1[CH:11]=[CH:10][C:9]([C:12]2[S:13][CH2:14][CH2:15][N:16]=2)=[CH:8][CH:7]=1)([O-])=O. (5) Given the product [Br:1][C:2]1[N:3]=[C:4]2[C:10]([C:11]([NH:26][C:22]([CH3:25])([CH3:24])[CH3:23])=[O:13])=[CH:9][N:8]([CH2:14][O:15][CH2:16][CH2:17][Si:18]([CH3:21])([CH3:20])[CH3:19])[C:5]2=[N:6][CH:7]=1, predict the reactants needed to synthesize it. The reactants are: [Br:1][C:2]1[N:3]=[C:4]2[C:10]([C:11]([OH:13])=O)=[CH:9][N:8]([CH2:14][O:15][CH2:16][CH2:17][Si:18]([CH3:21])([CH3:20])[CH3:19])[C:5]2=[N:6][CH:7]=1.[C:22]([NH2:26])([CH3:25])([CH3:24])[CH3:23].CN(C(ON1N=NC2C=CC=NC1=2)=[N+](C)C)C.F[P-](F)(F)(F)(F)F. (6) Given the product [Cl:18][C:3]1[C:2]([N:27]2[CH2:28][CH2:29][C:22]3([C:21](=[O:30])[N:20]([CH3:19])[CH2:24][CH2:23]3)[CH2:25][CH2:26]2)=[CH:7][C:6]([C:8]#[N:9])=[CH:5][C:4]=1[NH:10][C:11](=[O:17])[O:12][C:13]([CH3:16])([CH3:15])[CH3:14], predict the reactants needed to synthesize it. The reactants are: Br[C:2]1[C:3]([Cl:18])=[C:4]([NH:10][C:11](=[O:17])[O:12][C:13]([CH3:16])([CH3:15])[CH3:14])[CH:5]=[C:6]([C:8]#[N:9])[CH:7]=1.[CH3:19][N:20]1[CH2:24][CH2:23][C:22]2([CH2:29][CH2:28][NH:27][CH2:26][CH2:25]2)[C:21]1=[O:30].C1C=CC(P(C2C(C3C(P(C4C=CC=CC=4)C4C=CC=CC=4)=CC=C4C=3C=CC=C4)=C3C(C=CC=C3)=CC=2)C2C=CC=CC=2)=CC=1.C([O-])([O-])=O.[Cs+].[Cs+]. (7) Given the product [Cl:16][C:17]1[CH:24]=[CH:23][C:20]([CH2:21][N:6]2[C:7]3[C:14](=[O:15])[CH2:13][CH2:12][CH2:11][CH2:10][C:8]=3[N:9]=[C:5]2[C:2]([CH3:1])([CH3:3])[CH3:4])=[CH:19][CH:18]=1, predict the reactants needed to synthesize it. The reactants are: [CH3:1][C:2]([C:5]1[NH:9][C:8]2[CH2:10][CH2:11][CH2:12][CH2:13][C:14](=[O:15])[C:7]=2[N:6]=1)([CH3:4])[CH3:3].[Cl:16][C:17]1[CH:24]=[CH:23][C:20]([CH2:21]Br)=[CH:19][CH:18]=1.C1(C)C=CC=CC=1.[NH4+].[Cl-]. (8) Given the product [CH3:33][O:34][C:35]([N:30]1[CH2:31][CH2:32][CH:27]([NH:26][C:11]2[CH:2]=[CH:13][C:14]([C:15](=[O:16])[C:17]3[CH:22]=[C:21]([F:23])[CH:20]=[CH:19][C:18]=3[O:24][CH3:25])=[C:9]([NH2:8])[N:10]=2)[CH2:28][CH2:29]1)=[O:36], predict the reactants needed to synthesize it. The reactants are: F[C:2](F)(F)C(O)=O.[NH2:8][C:9]1[C:14]([C:15]([C:17]2[CH:22]=[C:21]([F:23])[CH:20]=[CH:19][C:18]=2[O:24][CH3:25])=[O:16])=[CH:13]N=[C:11]([NH:26][CH:27]2[CH2:32][CH2:31][NH:30][CH2:29][CH2:28]2)[N:10]=1.[CH3:33][O:34][C:35](Cl)=[O:36]. (9) Given the product [Br:15][C:12]1[S:11][C:10]([C:7]2[CH:8]=[CH:9][C:2]([F:1])=[C:3]([CH:6]=2)[C:4]#[N:5])=[N:14][CH:13]=1, predict the reactants needed to synthesize it. The reactants are: [F:1][C:2]1[CH:9]=[CH:8][C:7]([C:10]2[S:11][CH:12]=[CH:13][N:14]=2)=[CH:6][C:3]=1[C:4]#[N:5].[Br:15]N1C(=O)CCC1=O.[OH-].[Na+].